From a dataset of Reaction yield outcomes from USPTO patents with 853,638 reactions. Predict the reaction yield, written as a fraction of the theoretical maximum amount of product (1.0 means a 100% yield; for example, 0.34 means a 34% yield). (1) The reactants are Cl[CH:2]([C:10]1[CH:15]=[CH:14][C:13]([Cl:16])=[CH:12][CH:11]=1)[CH:3]1[CH2:8][CH2:7][N:6]([CH3:9])[CH2:5][CH2:4]1.[NH:17]1[CH2:22][CH2:21][NH:20][CH2:19][CH2:18]1.C([O-])([O-])=O.[K+].[K+]. The catalyst is CC(=O)CC. The product is [Cl:16][C:13]1[CH:14]=[CH:15][C:10]([CH:2]([CH:3]2[CH2:8][CH2:7][N:6]([CH3:9])[CH2:5][CH2:4]2)[N:17]2[CH2:22][CH2:21][NH:20][CH2:19][CH2:18]2)=[CH:11][CH:12]=1. The yield is 0.620. (2) The reactants are Cl[C:2]([O:4][CH3:5])=[O:3].[CH3:6][C:7]1[CH:12]=[CH:11][C:10]([S:13]([O:16][CH2:17][C@@H:18]2[O:23][C:22]3[C:24](C=CC)=[C:25]([NH2:28])[CH:26]=[CH:27][C:21]=3[O:20][CH2:19]2)(=[O:15])=[O:14])=[CH:9][CH:8]=1.[CH:32](N(CC)C(C)C)([CH3:34])[CH3:33]. The catalyst is C(OCC)(=O)C. The product is [CH3:6][C:7]1[CH:8]=[CH:9][C:10]([S:13]([O:16][CH2:17][CH:18]2[O:23][C:22]3[C:24]([C:32]([CH3:34])=[CH2:33])=[C:25]([NH:28][C:2]([O:4][CH3:5])=[O:3])[CH:26]=[CH:27][C:21]=3[O:20][CH2:19]2)(=[O:14])=[O:15])=[CH:11][CH:12]=1. The yield is 0.700. (3) The product is [F:1][CH:2]1[C:3](=[O:21])[CH2:4][CH2:5][CH2:6][N:7]([C:9]([O:11][C:12]([CH3:15])([CH3:14])[CH3:13])=[O:10])[CH2:8]1. The yield is 0.210. The reactants are [F:1][CH:2]1[CH2:8][N:7]([C:9]([O:11][C:12]([CH3:15])([CH3:14])[CH3:13])=[O:10])[CH2:6][CH2:5][CH:4](C(OCC)=O)[C:3]1=[O:21].O.[Li+].[Cl-]. The catalyst is CS(C)=O. (4) The reactants are C([O:3][C:4]([C:6]1[NH:7][CH:8]=[CH:9][C:10]=1[NH:11][CH2:12][CH:13]([O:22][Si:23]([C:26]([CH3:29])([CH3:28])[CH3:27])([CH3:25])[CH3:24])[C:14]1[CH:19]=[CH:18][C:17]([O:20][CH3:21])=[CH:16][CH:15]=1)=O)C.C(OC([N:35]=[C:36]=[S:37])=O)C. No catalyst specified. The product is [Si:23]([O:22][CH:13]([C:14]1[CH:15]=[CH:16][C:17]([O:20][CH3:21])=[CH:18][CH:19]=1)[CH2:12][N:11]1[C:10]2[CH:9]=[CH:8][NH:7][C:6]=2[C:4](=[O:3])[NH:35][C:36]1=[S:37])([C:26]([CH3:27])([CH3:29])[CH3:28])([CH3:25])[CH3:24]. The yield is 0.900.